From a dataset of Forward reaction prediction with 1.9M reactions from USPTO patents (1976-2016). Predict the product of the given reaction. (1) Given the reactants [CH3:1][C:2]1[C:6]2[CH:7]=[C:8]([C:11]([F:14])([F:13])[F:12])[CH:9]=[CH:10][C:5]=2[S:4][C:3]=1[C:15]([CH2:22][CH2:23][CH2:24][CH3:25])=[CH:16][C:17]([O:19][CH2:20][CH3:21])=[O:18], predict the reaction product. The product is: [CH3:1][C:2]1[C:6]2[CH:7]=[C:8]([C:11]([F:14])([F:12])[F:13])[CH:9]=[CH:10][C:5]=2[S:4][C:3]=1[CH:15]([CH2:22][CH2:23][CH2:24][CH3:25])[CH2:16][C:17]([O:19][CH2:20][CH3:21])=[O:18]. (2) Given the reactants [H-].[Na+].CS(O[CH2:8][CH2:9][CH2:10][C:11]1[NH:12][C:13]2[CH:14]=[CH:15][C:16]([N+:24]([O-:26])=[O:25])=[C:17]([C:20]([O:22][CH3:23])=[O:21])[C:18]=2[CH:19]=1)(=O)=O, predict the reaction product. The product is: [N+:24]([C:16]1[CH:15]=[CH:14][C:13]2[N:12]3[CH2:8][CH2:9][CH2:10][C:11]3=[CH:19][C:18]=2[C:17]=1[C:20]([O:22][CH3:23])=[O:21])([O-:26])=[O:25]. (3) Given the reactants Br[C:2]1[CH:15]=[C:14]2[C:5]([O:6][CH2:7][CH2:8][N:9]3[C:13]2=[N:12][C:11]([C:16]2[N:20]([CH:21]([CH3:23])[CH3:22])[N:19]=[CH:18][N:17]=2)=[CH:10]3)=[CH:4][CH:3]=1.[CH3:24][N:25]1[CH2:30][CH2:29][CH:28]([CH:31]2[CH2:35][CH2:34][CH2:33][NH:32]2)[CH2:27][CH2:26]1.CC([O-])(C)C.[Na+], predict the reaction product. The product is: [CH:21]([N:20]1[C:16]([C:11]2[N:12]=[C:13]3[C:14]4[CH:15]=[C:2]([N:32]5[CH2:33][CH2:34][CH2:35][CH:31]5[CH:28]5[CH2:27][CH2:26][N:25]([CH3:24])[CH2:30][CH2:29]5)[CH:3]=[CH:4][C:5]=4[O:6][CH2:7][CH2:8][N:9]3[CH:10]=2)=[N:17][CH:18]=[N:19]1)([CH3:23])[CH3:22]. (4) Given the reactants [BrH:1].[CH3:2][O:3][C:4]1[N:9]=[CH:8][C:7]([CH:10]([OH:13])[CH2:11][CH3:12])=[C:6]([CH3:14])[CH:5]=1.C([O-])([O-])=O.[Na+].[Na+], predict the reaction product. The product is: [Br:1][CH:11]([CH3:12])[C:10]([C:7]1[CH:8]=[N:9][C:4]([O:3][CH3:2])=[CH:5][C:6]=1[CH3:14])=[O:13]. (5) Given the reactants CN([CH:4]=[O:5])C.P(Cl)(Cl)(Cl)=O.[Br:11][C:12]1[CH:20]=[CH:19][C:18]([C:21]([NH2:23])=O)=[C:17]2[C:13]=1[CH:14]=[CH:15][NH:16]2.C([O-])(O)=O.[Na+].[OH-].[Na+], predict the reaction product. The product is: [Br:11][C:12]1[CH:20]=[CH:19][C:18]([C:21]#[N:23])=[C:17]2[C:13]=1[C:14]([CH:4]=[O:5])=[CH:15][NH:16]2. (6) Given the reactants Br[C:2]1[C:10]([CH3:11])=[CH:9][C:8]2[C:4](=[CH:5][N:6]([CH2:12][O:13][CH2:14][CH2:15][Si:16]([CH3:19])([CH3:18])[CH3:17])[N:7]=2)[CH:3]=1.[F:20][C:21]1[CH:26]=[C:25]([O:27][CH3:28])[CH:24]=[CH:23][C:22]=1B(O)O.C(=O)([O-])[O-].[K+].[K+], predict the reaction product. The product is: [F:20][C:21]1[CH:26]=[C:25]([O:27][CH3:28])[CH:24]=[CH:23][C:22]=1[C:2]1[C:10]([CH3:11])=[CH:9][C:8]2[C:4](=[CH:5][N:6]([CH2:12][O:13][CH2:14][CH2:15][Si:16]([CH3:19])([CH3:18])[CH3:17])[N:7]=2)[CH:3]=1. (7) Given the reactants P([O-])(O)(O)=O.[Na+].Cl([O-])=[O:8].[Na+].[F:11][C:12]1[C:17]([F:18])=[CH:16][CH:15]=[CH:14][C:13]=1[C@H:19]1[CH2:25][N:24]2[C:26]([CH:29]=[O:30])=[CH:27][N:28]=[C:23]2[C@H:22]([NH:31][C:32](=[O:38])[O:33][C:34]([CH3:37])([CH3:36])[CH3:35])[CH2:21][CH2:20]1.CC(=CC)C, predict the reaction product. The product is: [C:34]([O:33][C:32]([NH:31][C@@H:22]1[CH2:21][CH2:20][C@@H:19]([C:13]2[CH:14]=[CH:15][CH:16]=[C:17]([F:18])[C:12]=2[F:11])[CH2:25][N:24]2[C:26]([C:29]([OH:8])=[O:30])=[CH:27][N:28]=[C:23]12)=[O:38])([CH3:35])([CH3:37])[CH3:36]. (8) Given the reactants Br[C:2]1[CH:3]=[C:4]2[C:8](=[CH:9][CH:10]=1)[N:7]([C:11](=[O:16])[CH2:12][N:13]([CH3:15])[CH3:14])[CH2:6][CH2:5]2.C([O-])(=O)C.[K+].[B:22]1([B:22]2[O:26][C:25]([CH3:28])([CH3:27])[C:24]([CH3:30])([CH3:29])[O:23]2)[O:26][C:25]([CH3:28])([CH3:27])[C:24]([CH3:30])([CH3:29])[O:23]1.ClCCl, predict the reaction product. The product is: [CH3:14][N:13]([CH3:15])[CH2:12][C:11]([N:7]1[C:8]2[C:4](=[CH:3][C:2]([B:22]3[O:26][C:25]([CH3:28])([CH3:27])[C:24]([CH3:30])([CH3:29])[O:23]3)=[CH:10][CH:9]=2)[CH2:5][CH2:6]1)=[O:16]. (9) Given the reactants [N+:1]([C:4]1[CH:5]=[N:6][N:7]2[CH:12]=[CH:11][CH:10]=[CH:9][C:8]=12)([O-])=O.[Cl-].[Ca+2].[Cl-].O, predict the reaction product. The product is: [N:6]1[N:7]2[CH:12]=[CH:11][CH:10]=[CH:9][C:8]2=[C:4]([NH2:1])[CH:5]=1. (10) Given the reactants [C:1]([C:3]1[CH:41]=[CH:40][C:6]([CH2:7][NH:8][C:9]([C:11]2[N:12](COCC[Si](C)(C)C)[C:13]([CH3:31])=[C:14]([C:16]3[CH:17]=[C:18]4[C:22](=[CH:23][CH:24]=3)[NH:21][C:20]([C:25]3[O:29][N:28]=[C:27]([CH3:30])[N:26]=3)=[CH:19]4)[N:15]=2)=[O:10])=[CH:5][CH:4]=1)#[N:2].Cl, predict the reaction product. The product is: [C:1]([C:3]1[CH:4]=[CH:5][C:6]([CH2:7][NH:8][C:9]([C:11]2[NH:12][C:13]([CH3:31])=[C:14]([C:16]3[CH:17]=[C:18]4[C:22](=[CH:23][CH:24]=3)[NH:21][C:20]([C:25]3[O:29][N:28]=[C:27]([CH3:30])[N:26]=3)=[CH:19]4)[N:15]=2)=[O:10])=[CH:40][CH:41]=1)#[N:2].